From a dataset of Forward reaction prediction with 1.9M reactions from USPTO patents (1976-2016). Predict the product of the given reaction. (1) Given the reactants CON(C)[C:4]([C:6]1[CH:10]=[C:9]([C:11]2[CH:16]=[CH:15][CH:14]=[CH:13][CH:12]=2)[S:8][CH:7]=1)=[O:5].[H-].[H-].[H-].[H-].[Li+].[Al+3], predict the reaction product. The product is: [C:11]1([C:9]2[S:8][CH:7]=[C:6]([CH:4]=[O:5])[CH:10]=2)[CH:16]=[CH:15][CH:14]=[CH:13][CH:12]=1. (2) Given the reactants [O:1]=[C:2]1[NH:7][CH2:6][CH2:5][N:4]([C:8]([N:10]2[CH2:15][CH:14]([C:16]3[CH:21]=[CH:20][C:19]([C:22]([F:25])([F:24])[F:23])=[CH:18][CH:17]=3)[CH2:13][CH:12]([C:26]([OH:28])=O)[CH2:11]2)=[O:9])[CH2:3]1.O[NH:30][C:31](=[NH:36])[CH2:32][CH2:33][O:34][CH3:35], predict the reaction product. The product is: [CH3:35][O:34][CH2:33][CH2:32][C:31]1[N:36]=[C:26]([CH:12]2[CH2:13][CH:14]([C:16]3[CH:17]=[CH:18][C:19]([C:22]([F:24])([F:23])[F:25])=[CH:20][CH:21]=3)[CH2:15][N:10]([C:8]([N:4]3[CH2:5][CH2:6][NH:7][C:2](=[O:1])[CH2:3]3)=[O:9])[CH2:11]2)[O:28][N:30]=1. (3) Given the reactants C(OC([N:8]1[CH2:14][CH2:13][CH2:12][C:11]2[C:15]([C:24]3[CH:29]=[CH:28][C:27]([F:30])=[CH:26][CH:25]=3)=[N:16][C:17]([N:19]([CH2:22][CH3:23])[CH2:20][CH3:21])=[N:18][C:10]=2[CH2:9]1)=O)(C)(C)C.Cl, predict the reaction product. The product is: [CH2:22]([N:19]([CH2:20][CH3:21])[C:17]1[N:16]=[C:15]([C:24]2[CH:25]=[CH:26][C:27]([F:30])=[CH:28][CH:29]=2)[C:11]2[CH2:12][CH2:13][CH2:14][NH:8][CH2:9][C:10]=2[N:18]=1)[CH3:23].